The task is: Predict the reactants needed to synthesize the given product.. This data is from Full USPTO retrosynthesis dataset with 1.9M reactions from patents (1976-2016). Given the product [CH2:52]([O:19][C:20]1[CH:25]=[CH:24][C:23]([C@@H:26]2[C@@H:29]([CH2:30][CH2:31][C:32]([N:3]([O:4][CH3:5])[CH3:2])=[O:33])[C:28](=[O:36])[N:27]2[C:37]2[CH:42]=[CH:41][C:40]([F:43])=[CH:39][CH:38]=2)=[CH:22][CH:21]=1)[C:46]1[CH:51]=[CH:50][CH:49]=[CH:48][CH:47]=1, predict the reactants needed to synthesize it. The reactants are: Cl.[CH3:2][NH:3][O:4][CH3:5].[Cl-].C([Al+]CC)C.C([O:19][C:20]1[CH:25]=[CH:24][C:23]([C@@H:26]2[C@@H:29]([CH2:30][CH2:31][C:32](OC)=[O:33])[C:28](=[O:36])[N:27]2[C:37]2[CH:42]=[CH:41][C:40]([F:43])=[CH:39][CH:38]=2)=[CH:22][CH:21]=1)C1C=CC=CC=1.[NH4+].[Cl-].[C:46]1([CH3:52])[CH:51]=[CH:50][CH:49]=[CH:48][CH:47]=1.